Dataset: Merck oncology drug combination screen with 23,052 pairs across 39 cell lines. Task: Regression. Given two drug SMILES strings and cell line genomic features, predict the synergy score measuring deviation from expected non-interaction effect. (1) Drug 1: N#Cc1ccc(Cn2cncc2CN2CCN(c3cccc(Cl)c3)C(=O)C2)cc1. Drug 2: C=CCn1c(=O)c2cnc(Nc3ccc(N4CCN(C)CC4)cc3)nc2n1-c1cccc(C(C)(C)O)n1. Cell line: RKO. Synergy scores: synergy=8.54. (2) Drug 1: C=CCn1c(=O)c2cnc(Nc3ccc(N4CCN(C)CC4)cc3)nc2n1-c1cccc(C(C)(C)O)n1. Drug 2: COC1CC2CCC(C)C(O)(O2)C(=O)C(=O)N2CCCCC2C(=O)OC(C(C)CC2CCC(OP(C)(C)=O)C(OC)C2)CC(=O)C(C)C=C(C)C(O)C(OC)C(=O)C(C)CC(C)C=CC=CC=C1C. Cell line: NCIH520. Synergy scores: synergy=14.5. (3) Drug 1: O=C(CCCCCCC(=O)Nc1ccccc1)NO. Drug 2: Cn1cc(-c2cnn3c(N)c(Br)c(C4CCCNC4)nc23)cn1. Cell line: SKMES1. Synergy scores: synergy=12.3. (4) Drug 1: CN(Cc1cnc2nc(N)nc(N)c2n1)c1ccc(C(=O)NC(CCC(=O)O)C(=O)O)cc1. Drug 2: O=C(CCCCCCC(=O)Nc1ccccc1)NO. Cell line: RPMI7951. Synergy scores: synergy=-23.3. (5) Drug 1: COc1cc(C2c3cc4c(cc3C(OC3OC5COC(C)OC5C(O)C3O)C3COC(=O)C23)OCO4)cc(OC)c1O. Drug 2: COC1CC2CCC(C)C(O)(O2)C(=O)C(=O)N2CCCCC2C(=O)OC(C(C)CC2CCC(OP(C)(C)=O)C(OC)C2)CC(=O)C(C)C=C(C)C(O)C(OC)C(=O)C(C)CC(C)C=CC=CC=C1C. Cell line: HT144. Synergy scores: synergy=41.6. (6) Drug 1: COC12C(COC(N)=O)C3=C(C(=O)C(C)=C(N)C3=O)N1CC1NC12. Drug 2: CC1(c2nc3c(C(N)=O)cccc3[nH]2)CCCN1. Cell line: PA1. Synergy scores: synergy=13.4. (7) Drug 1: CN(C)C(=N)N=C(N)N. Synergy scores: synergy=0.827. Cell line: RKO. Drug 2: Cn1nnc2c(C(N)=O)ncn2c1=O.